Dataset: Forward reaction prediction with 1.9M reactions from USPTO patents (1976-2016). Task: Predict the product of the given reaction. (1) Given the reactants [CH2:1]([O:3][C:4]([C:6]1[S:26][C:9]2[N:10]=[C:11]([NH2:25])[N:12]=[C:13]([C:14]([C:16]3[CH:24]=[CH:23][C:19]4[O:20][CH2:21][O:22][C:18]=4[CH:17]=3)=[O:15])[C:8]=2[CH:7]=1)=[O:5])[CH3:2].[CH3:27][Mg]Br, predict the reaction product. The product is: [CH2:1]([O:3][C:4]([C:6]1[S:26][C:9]2[N:10]=[C:11]([NH2:25])[N:12]=[C:13]([C:14]([C:16]3[CH:24]=[CH:23][C:19]4[O:20][CH2:21][O:22][C:18]=4[CH:17]=3)([OH:15])[CH3:27])[C:8]=2[CH:7]=1)=[O:5])[CH3:2]. (2) Given the reactants [CH3:1][C:2]([Si:5]([C:19]1[CH:24]=[CH:23][CH:22]=[CH:21][CH:20]=1)([C:13]1[CH:18]=[CH:17][CH:16]=[CH:15][CH:14]=1)[O:6][CH2:7][C:8]1[N:9]=[CH:10][O:11][CH:12]=1)([CH3:4])[CH3:3].[Li]CCCC.Br[C:31]1[CH:36]=[CH:35][C:34]([F:37])=[CH:33][CH:32]=1, predict the reaction product. The product is: [CH3:4][C:2]([Si:5]([C:13]1[CH:14]=[CH:15][CH:16]=[CH:17][CH:18]=1)([C:19]1[CH:20]=[CH:21][CH:22]=[CH:23][CH:24]=1)[O:6][CH2:7][C:8]1[N:9]=[C:10]([C:31]2[CH:36]=[CH:35][C:34]([F:37])=[CH:33][CH:32]=2)[O:11][CH:12]=1)([CH3:1])[CH3:3]. (3) Given the reactants C(OC([N:8]1[CH2:13][CH2:12][CH:11]([NH:14][C:15](=[O:44])[C:16]2[CH:21]=[CH:20][C:19]([NH:22][C:23]3[N:24]=[CH:25][C:26]4[N:32]([CH3:33])[C:31](=[O:34])[C:30]([F:36])([F:35])[CH2:29][N:28]([CH:37]5[CH2:40][CH2:39][CH2:38]5)[C:27]=4[N:41]=3)=[C:18]([O:42][CH3:43])[CH:17]=2)[CH2:10][CH2:9]1)=O)(C)(C)C.FC(F)(F)C(O)=O, predict the reaction product. The product is: [CH:37]1([N:28]2[CH2:29][C:30]([F:35])([F:36])[C:31](=[O:34])[N:32]([CH3:33])[C:26]3[CH:25]=[N:24][C:23]([NH:22][C:19]4[CH:20]=[CH:21][C:16]([C:15]([NH:14][CH:11]5[CH2:12][CH2:13][NH:8][CH2:9][CH2:10]5)=[O:44])=[CH:17][C:18]=4[O:42][CH3:43])=[N:41][C:27]2=3)[CH2:40][CH2:39][CH2:38]1. (4) Given the reactants Cl.[Cl:2][C:3]1[S:18][C:6]2[C:7]3([CH2:17][CH2:16][NH:15][CH2:14][CH2:13]3)[O:8][CH2:9][C:10]([F:12])([F:11])[C:5]=2[CH:4]=1.[F:19][C:20]1[CH:25]=[CH:24][CH:23]=[C:22]([F:26])[C:21]=1[N:27]1[CH:31]=[C:30]([CH:32]=O)[C:29]([C:34](OCC)=[O:35])=[N:28]1, predict the reaction product. The product is: [Cl:2][C:3]1[S:18][C:6]2[C:7]3([O:8][CH2:9][C:10]([F:12])([F:11])[C:5]=2[CH:4]=1)[CH2:13][CH2:14][N:15]([CH2:32][C:30]1[C:29]([CH2:34][OH:35])=[N:28][N:27]([C:21]2[C:22]([F:26])=[CH:23][CH:24]=[CH:25][C:20]=2[F:19])[CH:31]=1)[CH2:16][CH2:17]3. (5) The product is: [ClH:44].[CH3:42][C:37]([CH3:41])([CH2:36][CH2:35][C:34]([N:24]1[CH2:25][CH2:26][CH:27]([C:28]2[CH:29]=[CH:30][CH:31]=[CH:32][CH:33]=2)[CH:22]([CH2:21][NH:8][C@@H:9]([C:11]2[C:20]3[C:15](=[CH:16][CH:17]=[CH:18][CH:19]=3)[CH:14]=[CH:13][CH:12]=2)[CH3:10])[CH2:23]1)=[O:43])[C:38]([OH:40])=[O:39]. Given the reactants C(OC([N:8]([CH2:21][CH:22]1[CH:27]([C:28]2[CH:33]=[CH:32][CH:31]=[CH:30][CH:29]=2)[CH2:26][CH2:25][N:24]([C:34](=[O:43])[CH2:35][CH2:36][C:37]([CH3:42])([CH3:41])[C:38]([OH:40])=[O:39])[CH2:23]1)[C@@H:9]([C:11]1[C:20]2[C:15](=[CH:16][CH:17]=[CH:18][CH:19]=2)[CH:14]=[CH:13][CH:12]=1)[CH3:10])=O)(C)(C)C.[ClH:44].O1CCOCC1, predict the reaction product.